From a dataset of Full USPTO retrosynthesis dataset with 1.9M reactions from patents (1976-2016). Predict the reactants needed to synthesize the given product. (1) Given the product [CH3:17][O:16][C:12](=[O:15])[CH2:13][CH2:14][C:4]([C:5]([O:7][CH2:8][CH3:9])=[O:6])([C:3](=[O:10])[CH:2]([CH3:1])[CH3:11])[CH2:3][CH2:4][C:5]([O:7][CH3:8])=[O:6], predict the reactants needed to synthesize it. The reactants are: [CH3:1][CH:2]([CH3:11])[C:3](=[O:10])[CH2:4][C:5]([O:7][CH2:8][CH3:9])=[O:6].[C:12]([O:16][CH3:17])(=[O:15])[CH:13]=[CH2:14]. (2) Given the product [NH2:10][CH:9]([CH2:14][C:15]1[CH:20]=[CH:19][C:18]([C:21]([F:24])([F:22])[F:23])=[CH:17][CH:16]=1)[CH:8]([C:5]1[CH:6]=[CH:7][C:2]([F:1])=[CH:3][CH:4]=1)[OH:12], predict the reactants needed to synthesize it. The reactants are: [F:1][C:2]1[CH:7]=[CH:6][C:5]([CH:8]2[O:12]C(=O)[NH:10][CH:9]2[CH2:14][C:15]2[CH:20]=[CH:19][C:18]([C:21]([F:24])([F:23])[F:22])=[CH:17][CH:16]=2)=[CH:4][CH:3]=1.[OH-].[Na+]. (3) Given the product [Cl:48][C:49]1[CH:54]=[CH:53][C:52]([S:55]([NH:8][C@H:9]2[CH2:14][CH2:13][CH2:12][N:11]([C:15]3[N:20]4[N:21]=[CH:22][CH:23]=[C:19]4[N:18]=[C:17]([CH3:24])[C:16]=3[CH:25]([CH2:31][CH2:32][CH3:33])[C:26]([O:28][CH2:29][CH3:30])=[O:27])[CH2:10]2)(=[O:57])=[O:56])=[CH:51][CH:50]=1, predict the reactants needed to synthesize it. The reactants are: C(OC([NH:8][C@H:9]1[CH2:14][CH2:13][CH2:12][N:11]([C:15]2[N:20]3[N:21]=[CH:22][CH:23]=[C:19]3[N:18]=[C:17]([CH3:24])[C:16]=2[CH:25]([CH2:31][CH2:32][CH3:33])[C:26]([O:28][CH2:29][CH3:30])=[O:27])[CH2:10]1)=O)(C)(C)C.FC(F)(F)C(O)=O.C1(C)C=CC=CC=1.[Cl:48][C:49]1[CH:54]=[CH:53][C:52]([S:55](Cl)(=[O:57])=[O:56])=[CH:51][CH:50]=1.